Task: Predict the product of the given reaction.. Dataset: Forward reaction prediction with 1.9M reactions from USPTO patents (1976-2016) Given the reactants [Br-].[CH:2]1([Zn+])[CH2:4][CH2:3]1.Br[C:7]1[CH:12]=[C:11]([CH2:13][N:14]2[C:18]([CH3:19])=[CH:17][C:16]([C:20]3[O:24][N:23]=[C:22]([C:25]4[CH:30]=[CH:29][C:28]([O:31][C:32]([F:35])([F:34])[F:33])=[CH:27][CH:26]=4)[N:21]=3)=[N:15]2)[CH:10]=[CH:9][N:8]=1, predict the reaction product. The product is: [CH:2]1([C:9]2[CH:10]=[C:11]([CH2:13][N:14]3[C:18]([CH3:19])=[CH:17][C:16]([C:20]4[O:24][N:23]=[C:22]([C:25]5[CH:26]=[CH:27][C:28]([O:31][C:32]([F:33])([F:34])[F:35])=[CH:29][CH:30]=5)[N:21]=4)=[N:15]3)[CH:12]=[CH:7][N:8]=2)[CH2:4][CH2:3]1.